Dataset: Catalyst prediction with 721,799 reactions and 888 catalyst types from USPTO. Task: Predict which catalyst facilitates the given reaction. Reactant: [OH-].[Na+].[CH2:3]([C:7]1[CH:12]=[CH:11][C:10]([C:13]2[N:17]=[C:16]([C:18]3[CH:34]=[CH:33][C:21]([CH2:22][NH:23][C@@H:24]4[CH2:27][C@H:26]([C:28]([O:30]CC)=[O:29])[CH2:25]4)=[CH:20][CH:19]=3)[O:15][N:14]=2)=[CH:9][CH:8]=1)[CH:4]([CH3:6])[CH3:5].[ClH:35]. Product: [ClH:35].[CH2:3]([C:7]1[CH:8]=[CH:9][C:10]([C:13]2[N:17]=[C:16]([C:18]3[CH:34]=[CH:33][C:21]([CH2:22][NH:23][C@@H:24]4[CH2:27][C@H:26]([C:28]([OH:30])=[O:29])[CH2:25]4)=[CH:20][CH:19]=3)[O:15][N:14]=2)=[CH:11][CH:12]=1)[CH:4]([CH3:6])[CH3:5]. The catalyst class is: 8.